Regression/Classification. Given a drug SMILES string, predict its absorption, distribution, metabolism, or excretion properties. Task type varies by dataset: regression for continuous measurements (e.g., permeability, clearance, half-life) or binary classification for categorical outcomes (e.g., BBB penetration, CYP inhibition). For this dataset (solubility_aqsoldb), we predict Y. From a dataset of Aqueous solubility values for 9,982 compounds from the AqSolDB database. (1) The molecule is CC(=O)S[C@@H]1CC2=CC(=O)CC[C@]2(C)[C@H]2CC[C@@]3(C)[C@@H](CC[C@@]34CCC(=O)O4)[C@@H]21. The Y is -4.28 log mol/L. (2) The compound is O=C(CCCN1CCC(O)(c2ccc(Cl)cc2)CC1)c1ccc(F)cc1. The Y is -4.43 log mol/L. (3) The molecule is ON=C1CCCCCCCCC1=NO. The Y is -2.58 log mol/L. (4) The drug is CC(C)(C)c1cc(-c2cc(C(C)(C)C)cc(C(C)(C)C)c2O)c(O)c(C(C)(C)C)c1. The Y is -6.89 log mol/L. (5) The Y is -2.77 log mol/L. The compound is CC(=O)Oc1ccccc1C(=O)OCN1C(=O)CCC1=O. (6) The Y is -3.05 log mol/L. The drug is CCCCCCC1(CC)C(=O)NC(=O)NC1=O. (7) The compound is CC(=O)N1CCN(C(=O)/C=C/c2ccc(Sc3ccccc3C(C)C)c([N+](=O)[O-])c2)CC1. The Y is -2.70 log mol/L. (8) The molecule is CC(C)C(O)(c1ccc(OC(F)(F)F)cc1)c1cncnc1. The Y is -3.44 log mol/L. (9) The molecule is NC(=O)NCNC(N)=O. The Y is -0.652 log mol/L.